Task: Predict which catalyst facilitates the given reaction.. Dataset: Catalyst prediction with 721,799 reactions and 888 catalyst types from USPTO (1) Reactant: [CH2:1]([O:3][C:4]([CH2:6][N:7]1[CH:16]=[C:15]([C:17]([OH:19])=O)[C:14]2[N:13]=[C:12]3[C:20]([CH3:24])=[CH:21][CH:22]=[CH:23][C:11]3=[CH:10][C:9]=2[C:8]1=[O:25])=[O:5])[CH3:2].[CH:26]1[N:30]=[CH:29][N:28]([C:31](N2C=NC=C2)=O)[CH:27]=1. Product: [CH3:29][N:28]([CH3:31])[CH2:27][CH2:26][NH:30][C:17]([C:15]1[C:14]2[N:13]=[C:12]3[C:20]([CH3:24])=[CH:21][CH:22]=[CH:23][C:11]3=[CH:10][C:9]=2[C:8](=[O:25])[N:7]([CH2:6][C:4]([O:3][CH2:1][CH3:2])=[O:5])[CH:16]=1)=[O:19]. The catalyst class is: 10. (2) Reactant: [C:1]([C:5]1([C:10]2[CH:15]=[CH:14][C:13]([CH2:16][CH2:17][C:18]3([CH:26]4[CH2:30][CH2:29][CH2:28][CH2:27]4)[O:23][C:22](=[O:24])[CH2:21][C:20](=[O:25])[CH2:19]3)=[CH:12][CH:11]=2)OCC[O:6]1)([CH3:4])([CH3:3])[CH3:2]. Product: [CH:26]1([C:18]2([CH2:17][CH2:16][C:13]3[CH:14]=[CH:15][C:10]([C:5](=[O:6])[C:1]([CH3:3])([CH3:2])[CH3:4])=[CH:11][CH:12]=3)[O:23][C:22](=[O:24])[CH2:21][C:20](=[O:25])[CH2:19]2)[CH2:30][CH2:29][CH2:28][CH2:27]1. The catalyst class is: 21. (3) Reactant: C[O:2][C:3]1[CH:4]=[C:5]2[C:10](=[CH:11][CH:12]=1)[C:9]([C:13]1[CH:18]=[CH:17][CH:16]=[CH:15][CH:14]=1)=[N:8][C:7]([NH:19][C:20]1[CH:24]=[C:23]([CH3:25])[NH:22][N:21]=1)=[CH:6]2.Br. Product: [CH3:25][C:23]1[NH:22][N:21]=[C:20]([NH:19][C:7]2[N:8]=[C:9]([C:13]3[CH:14]=[CH:15][CH:16]=[CH:17][CH:18]=3)[C:10]3[C:5]([CH:6]=2)=[CH:4][C:3]([OH:2])=[CH:12][CH:11]=3)[CH:24]=1. The catalyst class is: 15.